This data is from Catalyst prediction with 721,799 reactions and 888 catalyst types from USPTO. The task is: Predict which catalyst facilitates the given reaction. (1) Reactant: CC(C)(C)C([N:5]1[C:13]2[C:8](=[CH:9][C:10]([NH:14][CH:15]3[CH2:20][CH2:19][CH2:18][N:17]([C:21](=O)[C:22]4[CH:27]=[CH:26][CH:25]=[C:24]([S:28][CH3:29])[CH:23]=4)[CH2:16]3)=[CH:11][CH:12]=2)[CH:7]=[N:6]1)=O.CSC. Product: [CH3:29][S:28][C:24]1[CH:23]=[C:22]([CH:27]=[CH:26][CH:25]=1)[CH2:21][N:17]1[CH2:18][CH2:19][CH2:20][CH:15]([NH:14][C:10]2[CH:9]=[C:8]3[C:13](=[CH:12][CH:11]=2)[NH:5][N:6]=[CH:7]3)[CH2:16]1. The catalyst class is: 1. (2) Reactant: Br[C:2]1[CH:3]=[C:4]2[C:10]([C@@H:11]([C:13]3[C:18]([Cl:19])=[CH:17][CH:16]=[C:15]([F:20])[C:14]=3[Cl:21])[CH3:12])=[CH:9][NH:8][C:5]2=[N:6][CH:7]=1.C([O-])(=O)C.[K+].[B:27]1([B:27]2[O:31][C:30]([CH3:33])([CH3:32])[C:29]([CH3:35])([CH3:34])[O:28]2)[O:31][C:30]([CH3:33])([CH3:32])[C:29]([CH3:35])([CH3:34])[O:28]1. Product: [Cl:21][C:14]1[C:15]([F:20])=[CH:16][CH:17]=[C:18]([Cl:19])[C:13]=1[C@H:11]([C:10]1[C:4]2[C:5](=[N:6][CH:7]=[C:2]([B:27]3[O:31][C:30]([CH3:33])([CH3:32])[C:29]([CH3:35])([CH3:34])[O:28]3)[CH:3]=2)[NH:8][CH:9]=1)[CH3:12]. The catalyst class is: 258. (3) Reactant: [C:1]1([CH:7](O)[CH2:8][CH2:9][C:10]#[C:11][CH3:12])[CH:6]=[CH:5][CH:4]=[CH:3][CH:2]=1.[CH:14]1[C:23]2[C:18](=[CH:19][CH:20]=[CH:21][CH:22]=2)[CH:17]=[CH:16][C:15]=1[CH:24]=[O:25].C[Si]([O:30][S:31]([C:34]([F:37])([F:36])[F:35])(=[O:33])=[O:32])(C)C.C([O-])(O)=O.[Na+]. Product: [F:35][C:34]([F:37])([F:36])[S:31]([O:33]/[C:11](=[C:10]1/[CH:24]([C:15]2[CH:16]=[CH:17][C:18]3[C:23](=[CH:22][CH:21]=[CH:20][CH:19]=3)[CH:14]=2)[O:25][CH:7]([C:1]2[CH:6]=[CH:5][CH:4]=[CH:3][CH:2]=2)[CH2:8][CH2:9]/1)/[CH3:12])(=[O:32])=[O:30]. The catalyst class is: 268. (4) Reactant: [Cl:1][C:2]1[CH:22]=[CH:21][C:5]([CH2:6][C:7]2[N:8]=[C:9]([C:15]3[CH:20]=[CH:19][N:18]=[CH:17][CH:16]=3)[S:10][C:11]=2[C:12]([OH:14])=O)=[CH:4][CH:3]=1.Cl.[CH3:24][NH:25][O:26][CH3:27].CN(C(ON1N=NC2C=CC=NC1=2)=[N+](C)C)C.F[P-](F)(F)(F)(F)F.C(N(C(C)C)CC)(C)C. Product: [Cl:1][C:2]1[CH:22]=[CH:21][C:5]([CH2:6][C:7]2[N:8]=[C:9]([C:15]3[CH:16]=[CH:17][N:18]=[CH:19][CH:20]=3)[S:10][C:11]=2[C:12]([N:25]([O:26][CH3:27])[CH3:24])=[O:14])=[CH:4][CH:3]=1. The catalyst class is: 18. (5) Reactant: [ClH:1].CCO.[CH2:5]([O:7][C:8]([C:10]1[N:11]=[C:12]2[CH:17]=[N:16][CH:15]=[CH:14][N:13]2[CH:18]=1)=[O:9])[CH3:6]. Product: [ClH:1].[CH2:5]([O:7][C:8]([C:10]1[N:11]=[C:12]2[CH2:17][NH:16][CH2:15][CH2:14][N:13]2[CH:18]=1)=[O:9])[CH3:6]. The catalyst class is: 256. (6) Reactant: [Br:1][C:2]1[CH:7]=[CH:6][C:5]([CH:8](C(OCC)=O)[C:9](OCC)=[O:10])=[C:4]([N+:19]([O-])=O)[CH:3]=1. Product: [Br:1][C:2]1[CH:3]=[C:4]2[C:5]([CH2:8][C:9](=[O:10])[NH:19]2)=[CH:6][CH:7]=1. The catalyst class is: 181. (7) Reactant: C([O:3][C:4]([C:6]1[C:7]2[CH2:8][C@H:9]3[CH2:20][C@H:10]3[C:11]=2[N:12]([C:14]2[CH:19]=[N:18][CH:17]=[CH:16][N:15]=2)[N:13]=1)=[O:5])C.[Li+].[OH-].Cl. Product: [N:15]1[CH:16]=[CH:17][N:18]=[CH:19][C:14]=1[N:12]1[C:11]2[C@@H:10]3[CH2:20][C@@H:9]3[CH2:8][C:7]=2[C:6]([C:4]([OH:5])=[O:3])=[N:13]1. The catalyst class is: 38. (8) Reactant: CN(C(ON1N=NC2C=CC=NC1=2)=[N+](C)C)C.F[P-](F)(F)(F)(F)F.[NH2:25][C:26]1[C:27]([C:36]([OH:38])=O)=[CH:28][C:29]2[C:34]([CH:35]=1)=[CH:33][CH:32]=[CH:31][CH:30]=2.[NH2:39][CH:40]([CH2:45][CH2:46][CH:47]([CH3:53])[CH2:48][C:49]([CH3:52])([CH3:51])[CH3:50])[C:41]([O:43][CH3:44])=[O:42].C(N(C(C)C)CC)(C)C. Product: [NH2:25][C:26]1[C:27]([C:36]([NH:39][CH:40]([CH2:45][CH2:46][CH:47]([CH3:53])[CH2:48][C:49]([CH3:52])([CH3:51])[CH3:50])[C:41]([O:43][CH3:44])=[O:42])=[O:38])=[CH:28][C:29]2[C:34]([CH:35]=1)=[CH:33][CH:32]=[CH:31][CH:30]=2. The catalyst class is: 3. (9) Reactant: [Br:1][C:2]1[C:3](Cl)=[N:4][CH:5]=[C:6]([F:8])[CH:7]=1.[Br-].[CH:11]1([Zn+])[CH2:13][CH2:12]1. Product: [Br:1][C:2]1[C:3]([CH:11]2[CH2:13][CH2:12]2)=[N:4][CH:5]=[C:6]([F:8])[CH:7]=1. The catalyst class is: 176. (10) Reactant: FC(F)(F)C([O-])=O.[CH2:8]([O:15][C:16]([NH:18][C@H:19]([C:28]1[NH:29][C:30]([C:33]2[CH:42]=[CH:41][C:40]3[C:35](=[CH:36][CH:37]=[C:38]([O:43][CH3:44])[CH:39]=3)[CH:34]=2)=[CH:31][NH+:32]=1)[CH2:20][CH2:21][CH2:22][CH2:23][CH2:24][C:25](O)=[O:26])=[O:17])[C:9]1[CH:14]=[CH:13][CH:12]=[CH:11][CH:10]=1.[CH3:45][N:46](C(ON1N=NC2C=CC=NC1=2)=[N+](C)C)C.F[P-](F)(F)(F)(F)F.CCN(C(C)C)C(C)C.CN. Product: [CH3:44][O:43][C:38]1[CH:39]=[C:40]2[C:35](=[CH:36][CH:37]=1)[CH:34]=[C:33]([C:30]1[NH:29][C:28]([C@@H:19]([NH:18][C:16](=[O:17])[O:15][CH2:8][C:9]3[CH:10]=[CH:11][CH:12]=[CH:13][CH:14]=3)[CH2:20][CH2:21][CH2:22][CH2:23][CH2:24][C:25]([NH:46][CH3:45])=[O:26])=[N:32][CH:31]=1)[CH:42]=[CH:41]2. The catalyst class is: 31.